The task is: Predict the reaction yield, written as a fraction of the theoretical maximum amount of product (1.0 means a 100% yield; for example, 0.34 means a 34% yield).. This data is from Reaction yield outcomes from USPTO patents with 853,638 reactions. (1) The reactants are [F:1][C:2]1[CH:7]=[CH:6][C:5]([C:8](=[O:15])[CH2:9][C:10]([O:12][CH2:13][CH3:14])=[O:11])=[CH:4][CH:3]=1.[H-].[Na+].Br[CH2:19][C:20]1[O:21][C:22]([C:25]([F:28])([F:27])[F:26])=[CH:23][CH:24]=1.C(=O)([O-])O.[Na+]. The catalyst is COCCOC.O. The product is [F:1][C:2]1[CH:3]=[CH:4][C:5]([C:8](=[O:15])[CH:9]([CH2:19][C:20]2[O:21][C:22]([C:25]([F:28])([F:27])[F:26])=[CH:23][CH:24]=2)[C:10]([O:12][CH2:13][CH3:14])=[O:11])=[CH:6][CH:7]=1. The yield is 0.520. (2) The reactants are Br[C:2]1[CH:3]=[C:4]([C:19]2[S:23][C:22]([C:24]([OH:27])([CH3:26])[CH3:25])=[N:21][CH:20]=2)[CH:5]=[C:6]([NH:8][C:9]2[N:14]=[C:13]([C:15]([F:18])([F:17])[F:16])[CH:12]=[CH:11][N:10]=2)[CH:7]=1.[CH3:28][Si:29]([C:32]#[CH:33])([CH3:31])[CH3:30].CCN(C(C)C)C(C)C. The catalyst is CN(C=O)C.C(OCC)(=O)C.[Cu]I.C1C=CC([P]([Pd]([P](C2C=CC=CC=2)(C2C=CC=CC=2)C2C=CC=CC=2)([P](C2C=CC=CC=2)(C2C=CC=CC=2)C2C=CC=CC=2)[P](C2C=CC=CC=2)(C2C=CC=CC=2)C2C=CC=CC=2)(C2C=CC=CC=2)C2C=CC=CC=2)=CC=1. The product is [F:16][C:15]([F:18])([F:17])[C:13]1[CH:12]=[CH:11][N:10]=[C:9]([NH:8][C:6]2[CH:5]=[C:4]([C:19]3[S:23][C:22]([C:24]([OH:27])([CH3:26])[CH3:25])=[N:21][CH:20]=3)[CH:3]=[C:2]([C:33]#[C:32][Si:29]([CH3:31])([CH3:30])[CH3:28])[CH:7]=2)[N:14]=1. The yield is 0.680. (3) The reactants are [F:1][C:2]1[CH:11]=[C:10]2[C:5]([CH:6]=[C:7]([C:13]3[CH:18]=[CH:17][C:16]([O:19][CH:20]([CH3:22])[CH3:21])=[CH:15][CH:14]=3)[N:8]=[C:9]2O)=[CH:4][C:3]=1[O:23][CH3:24].O=P(Cl)(Cl)[Cl:27]. No catalyst specified. The product is [Cl:27][C:9]1[C:10]2[C:5](=[CH:4][C:3]([O:23][CH3:24])=[C:2]([F:1])[CH:11]=2)[CH:6]=[C:7]([C:13]2[CH:18]=[CH:17][C:16]([O:19][CH:20]([CH3:22])[CH3:21])=[CH:15][CH:14]=2)[N:8]=1. The yield is 0.950. (4) The reactants are CCCC[N+](CCCC)(CCCC)CCCC.[F-].[N:19]([CH2:22][C@@H:23]([C:32]1[CH:41]=[CH:40][C:39]([O:42][CH2:43][C:44]2[CH:49]=[CH:48][CH:47]=[CH:46][CH:45]=2)=[C:38]2[C:33]=1[CH:34]=[CH:35][C:36](=[O:50])[NH:37]2)[O:24][Si](C(C)(C)C)(C)C)=[N+:20]=[N-:21]. The catalyst is C1COCC1. The product is [N:19]([CH2:22][C@@H:23]([C:32]1[CH:41]=[CH:40][C:39]([O:42][CH2:43][C:44]2[CH:49]=[CH:48][CH:47]=[CH:46][CH:45]=2)=[C:38]2[C:33]=1[CH:34]=[CH:35][C:36](=[O:50])[NH:37]2)[OH:24])=[N+:20]=[N-:21]. The yield is 0.920. (5) The reactants are [CH:1](NC(C)C)(C)C.[CH2:8]([C@H:10]1[C@@H:14]([OH:15])[CH2:13][C:12](=[O:16])[N:11]1[C:17]1[CH:24]=[CH:23][C:20]([C:21]#[N:22])=[C:19]([C:25]([F:28])([F:27])[F:26])[CH:18]=1)[CH3:9].IC.[Cl-].[NH4+]. The catalyst is O1CCCC1. The product is [CH2:8]([C@H:10]1[C@@H:14]([OH:15])[C@H:13]([CH3:1])[C:12](=[O:16])[N:11]1[C:17]1[CH:24]=[CH:23][C:20]([C:21]#[N:22])=[C:19]([C:25]([F:28])([F:26])[F:27])[CH:18]=1)[CH3:9]. The yield is 0.130. (6) The reactants are [O:1]=[C:2]1[N:6]([C:7]([O:9][C:10]([CH3:13])([CH3:12])[CH3:11])=[O:8])[C@H:5]([C:14]([O:16][CH3:17])=[O:15])[CH2:4][CH2:3]1.[CH2:18]([Mg]Br)[CH2:19][CH:20]=[CH2:21].S([O-])(O)(=O)=O.[K+].CC(=O)OCC. The catalyst is C1COCC1.[Cl-].[Na+].O. The product is [C:10]([O:9][C:7]([NH:6][C@@H:5]([CH2:4][CH2:3][C:2](=[O:1])[CH2:21][CH2:20][CH:19]=[CH2:18])[C:14]([O:16][CH3:17])=[O:15])=[O:8])([CH3:13])([CH3:12])[CH3:11]. The yield is 0.970.